From a dataset of Full USPTO retrosynthesis dataset with 1.9M reactions from patents (1976-2016). Predict the reactants needed to synthesize the given product. Given the product [CH3:21][C:6]1[N:5]=[C:4]([CH:1]2[CH2:3][CH2:2]2)[C:9]([C:10]([O:12][CH3:13])=[O:11])=[CH:8][N:7]=1, predict the reactants needed to synthesize it. The reactants are: [CH:1]1([C:4]2[C:9]([C:10]([O:12][CH2:13]C)=[O:11])=[CH:8][N:7]=[C:6](N3CCOCC3)[N:5]=2)[CH2:3][CH2:2]1.[CH:21]1(C(C(=CN(C)C)C(OC)=O)=O)CC1.